From a dataset of Catalyst prediction with 721,799 reactions and 888 catalyst types from USPTO. Predict which catalyst facilitates the given reaction. (1) Reactant: [CH2:1]([Li])CCC.C(NC(C)C)(C)C.[O:13]1[CH2:18][CH2:17][CH:16]([C:19]([O:21][CH3:22])=[O:20])[CH2:15][CH2:14]1.CI. Product: [CH3:1][C:16]1([C:19]([O:21][CH3:22])=[O:20])[CH2:17][CH2:18][O:13][CH2:14][CH2:15]1. The catalyst class is: 7. (2) Reactant: C[O:2][C:3](=[O:33])[CH2:4][CH2:5][C:6]1[CH:11]=[CH:10][C:9]([S:12][CH:13]([C:15]2[S:16][C:17]([C:22]3[CH:27]=[CH:26][C:25]([C:28]([F:31])([F:30])[F:29])=[CH:24][CH:23]=3)=[CH:18][C:19]=2[CH:20]=[CH2:21])[CH3:14])=[CH:8][C:7]=1[CH3:32].[OH:34]O.[OH-].[Na+].Cl. Product: [OH:34][CH2:21][CH2:20][C:19]1[CH:18]=[C:17]([C:22]2[CH:23]=[CH:24][C:25]([C:28]([F:29])([F:31])[F:30])=[CH:26][CH:27]=2)[S:16][C:15]=1[CH:13]([S:12][C:9]1[CH:10]=[CH:11][C:6]([CH2:5][CH2:4][C:3]([OH:2])=[O:33])=[C:7]([CH3:32])[CH:8]=1)[CH3:14]. The catalyst class is: 1. (3) Reactant: [CH3:1][C:2]1[N:3]([C:8]2[CH:12]=[CH:11][N:10]([C:13]3[CH:18]=[CH:17][C:16]([Cl:19])=[CH:15][CH:14]=3)[N:9]=2)[C:4]([CH3:7])=[CH:5][CH:6]=1.C([Li])CCC.[I:25]I.S([O-])([O-])=O.[Na+].[Na+]. The catalyst class is: 7. Product: [Cl:19][C:16]1[CH:17]=[CH:18][C:13]([N:10]2[C:11]([I:25])=[CH:12][C:8]([N:3]3[C:4]([CH3:7])=[CH:5][CH:6]=[C:2]3[CH3:1])=[N:9]2)=[CH:14][CH:15]=1. (4) Reactant: [C:1]([C:3]1[CH:8]=[C:7]([CH3:9])[CH:6]=[CH:5][C:4]=1[C:10]1[CH:15]=[C:14]([O:16][C:17]2[S:18][CH:19]=[CH:20][N:21]=2)[CH:13]=[C:12]([C:22](O)=[O:23])[CH:11]=1)#[N:2].[CH3:25][C:26]1[N:31]=[CH:30][C:29]([C@H:32]([NH2:34])[CH3:33])=[CH:28][N:27]=1.C(N(CC)C(C)C)(C)C. Product: [C:1]([C:3]1[CH:8]=[C:7]([CH3:9])[CH:6]=[CH:5][C:4]=1[C:10]1[CH:15]=[C:14]([O:16][C:17]2[S:18][CH:19]=[CH:20][N:21]=2)[CH:13]=[C:12]([C:22]([NH:34][C@@H:32]([C:29]2[CH:28]=[N:27][C:26]([CH3:25])=[N:31][CH:30]=2)[CH3:33])=[O:23])[CH:11]=1)#[N:2]. The catalyst class is: 9. (5) Reactant: [NH2:1][C:2]1[N:6]([C:7]2[CH:8]=[C:9]([CH:16]=[CH:17][C:18]=2[CH3:19])[C:10]([NH:12][CH:13]2[CH2:15][CH2:14]2)=[O:11])[N:5]=[CH:4][C:3]=1[C:20](=[O:31])[C:21]1[CH:26]=[CH:25][CH:24]=[C:23]([O:27][CH2:28][CH2:29]Br)[CH:22]=1.[CH3:32][N:33]1[CH2:38][CH2:37][NH:36][CH2:35][CH2:34]1. Product: [NH2:1][C:2]1[N:6]([C:7]2[CH:8]=[C:9]([CH:16]=[CH:17][C:18]=2[CH3:19])[C:10]([NH:12][CH:13]2[CH2:15][CH2:14]2)=[O:11])[N:5]=[CH:4][C:3]=1[C:20](=[O:31])[C:21]1[CH:26]=[CH:25][CH:24]=[C:23]([O:27][CH2:28][CH2:29][N:36]2[CH2:37][CH2:38][N:33]([CH3:32])[CH2:34][CH2:35]2)[CH:22]=1. The catalyst class is: 14. (6) Reactant: [CH:1]1[N:6]=[C:5](Cl)[C:4]2[N:8]=[CH:9][N:10]([C@@H:11]3[O:15][C@H:14]([CH2:16][OH:17])[C@@H:13]([OH:18])[C@H:12]3[OH:19])[C:3]=2[N:2]=1.Cl.[Br:21][C:22]1[CH:29]=[CH:28][C:25]([CH2:26][NH2:27])=[CH:24][CH:23]=1.C(N(C(C)C)CC)(C)C. Product: [Br:21][C:22]1[CH:29]=[CH:28][C:25]([CH2:26][NH:27][C:5]2[C:4]3[N:8]=[CH:9][N:10]([C:3]=3[N:2]=[CH:1][N:6]=2)[C@@H:11]2[O:15][C@H:14]([CH2:16][OH:17])[C@@H:13]([OH:18])[C@H:12]2[OH:19])=[CH:24][CH:23]=1. The catalyst class is: 259.